Task: Predict the reactants needed to synthesize the given product.. Dataset: Full USPTO retrosynthesis dataset with 1.9M reactions from patents (1976-2016) Given the product [C:1]([NH:4][CH2:5][CH2:6][C:7]1[C@@H:13]2[CH2:14][N:10]([C:11](=[O:23])[N:12]2[OH:15])[C@H:9]([C:24]([NH2:26])=[O:25])[CH:8]=1)(=[O:3])[CH3:2], predict the reactants needed to synthesize it. The reactants are: [C:1]([NH:4][CH2:5][CH2:6][C:7]1[CH:13]2[CH2:14][N:10]([C:11](=[O:23])[N:12]2[O:15]CC2C=CC=CC=2)[CH:9]([C:24]([NH2:26])=[O:25])[CH:8]=1)(=[O:3])[CH3:2].C(NCCC1[C@@H]2CN(C(=O)N2OCC2C=CC=CC=2)[C@H](C(N)=O)C=1)(=O)C.